Task: Predict which catalyst facilitates the given reaction.. Dataset: Catalyst prediction with 721,799 reactions and 888 catalyst types from USPTO (1) Reactant: [Cl:1][C:2]1[CH:3]=[C:4]([C:12]2[O:16][N:15]=[C:14]([C:17]3[CH:18]=[CH:19][CH:20]=[C:21]4[C:25]=3[NH:24][CH:23]=[C:22]4[CH2:26][CH2:27][CH:28]=O)[N:13]=2)[CH:5]=[CH:6][C:7]=1[O:8][CH:9]([CH3:11])[CH3:10].[NH2:30][CH2:31][C:32]([O:34][CH2:35][CH3:36])=[O:33].C(O)(=O)C.C(O[BH-](OC(=O)C)OC(=O)C)(=O)C.[Na+]. The catalyst class is: 2. Product: [Cl:1][C:2]1[CH:3]=[C:4]([C:12]2[O:16][N:15]=[C:14]([C:17]3[CH:18]=[CH:19][CH:20]=[C:21]4[C:25]=3[NH:24][CH:23]=[C:22]4[CH2:26][CH2:27][CH2:28][NH:30][CH2:31][C:32]([O:34][CH2:35][CH3:36])=[O:33])[N:13]=2)[CH:5]=[CH:6][C:7]=1[O:8][CH:9]([CH3:10])[CH3:11]. (2) Reactant: [F:1][C:2]1[CH:11]=[C:10]2[C:5]([CH2:6][N:7]([CH:13]3[CH2:18][CH2:17][N:16]([C:19]([O:21][C@H:22]([CH2:37][C:38]4[CH:46]=[C:45]([CH3:47])[C:44]5[C:40](=[CH:41][N:42](COCC[Si](C)(C)C)[N:43]=5)[CH:39]=4)[C:23](=[O:36])[N:24]4[CH2:29][CH2:28][CH:27]([N:30]5[CH2:35][CH2:34][CH2:33][CH2:32][CH2:31]5)[CH2:26][CH2:25]4)=[O:20])[CH2:15][CH2:14]3)[C:8](=[O:12])[NH:9]2)=[CH:4][CH:3]=1. Product: [F:1][C:2]1[CH:11]=[C:10]2[C:5]([CH2:6][N:7]([CH:13]3[CH2:18][CH2:17][N:16]([C:19]([O:21][C@H:22]([CH2:37][C:38]4[CH:39]=[C:40]5[C:44](=[C:45]([CH3:47])[CH:46]=4)[NH:43][N:42]=[CH:41]5)[C:23](=[O:36])[N:24]4[CH2:29][CH2:28][CH:27]([N:30]5[CH2:35][CH2:34][CH2:33][CH2:32][CH2:31]5)[CH2:26][CH2:25]4)=[O:20])[CH2:15][CH2:14]3)[C:8](=[O:12])[NH:9]2)=[CH:4][CH:3]=1. The catalyst class is: 55. (3) Reactant: [CH:1]([CH:4]1[CH2:9][CH2:8][CH:7]([CH3:10])[CH2:6][CH:5]1[O:11][C:12](=[O:23])[NH:13][C@:14]1([CH3:22])[CH2:19][CH2:18][C:17](=[O:20])[NH:16][C:15]1=[O:21])([CH3:3])[CH3:2]. Product: [CH:1]([CH:4]1[CH2:9][CH2:8][CH:7]([CH3:10])[CH2:6][CH:5]1[O:11][C:12](=[O:23])[NH:13][C@@:14]1([CH3:22])[CH2:19][CH2:18][C:17](=[O:20])[NH:16][C:15]1=[O:21])([CH3:3])[CH3:2]. The catalyst class is: 23. (4) Reactant: C(O)CCCCCC[CH2:8][CH2:9][CH3:10].[OH-:12].[Ca+2].[OH-:14].[C:15](=O)=O.[CH3:18][C:19]([CH2:21]C1C(=O)OC(=O)C1)=[CH2:20]. Product: [CH3:18][C:19]([O:12][O:14][C:9]([CH3:8])([CH3:10])[CH3:15])([CH3:21])[CH3:20]. The catalyst class is: 196.